Dataset: Peptide-MHC class II binding affinity with 134,281 pairs from IEDB. Task: Regression. Given a peptide amino acid sequence and an MHC pseudo amino acid sequence, predict their binding affinity value. This is MHC class II binding data. The peptide sequence is KCRAPGGAKKPLRPR. The MHC is HLA-DQA10201-DQB10301 with pseudo-sequence HLA-DQA10201-DQB10301. The binding affinity (normalized) is 0.459.